From a dataset of Forward reaction prediction with 1.9M reactions from USPTO patents (1976-2016). Predict the product of the given reaction. (1) Given the reactants [Br:1][C:2]1[CH:7]=[CH:6][C:5]([CH2:8][OH:9])=[C:4]([CH3:10])[CH:3]=1.[C:11]1(O)[CH:16]=[CH:15][CH:14]=[CH:13][CH:12]=1.C1(P(C2C=CC=CC=2)C2C=CC=CC=2)C=CC=CC=1.N(C(OC(C)C)=O)=NC(OC(C)C)=O, predict the reaction product. The product is: [Br:1][C:2]1[CH:7]=[CH:6][C:5]([CH2:8][O:9][C:11]2[CH:16]=[CH:15][CH:14]=[CH:13][CH:12]=2)=[C:4]([CH3:10])[CH:3]=1. (2) Given the reactants [C:1]([CH2:4][CH2:5][C:6]1[CH:11]=[CH:10][C:9](B(O)O)=[CH:8][CH:7]=1)([OH:3])=[O:2].Br[C:16]1[CH:17]=[C:18]([C:23]2[N:28]3[N:29]=[CH:30][C:31]([C:32]([C:34]4[S:35][CH:36]=[CH:37][CH:38]=4)=[O:33])=[C:27]3[N:26]=[CH:25][CH:24]=2)[CH:19]=[CH:20][C:21]=1F, predict the reaction product. The product is: [S:35]1[CH:36]=[CH:37][CH:38]=[C:34]1[C:32]([C:31]1[CH:30]=[N:29][N:28]2[C:23]([C:18]3[CH:17]=[C:16]([C:9]4[CH:10]=[CH:11][C:6]([CH2:5][CH2:4][C:1]([OH:3])=[O:2])=[CH:7][CH:8]=4)[CH:21]=[CH:20][CH:19]=3)=[CH:24][CH:25]=[N:26][C:27]=12)=[O:33]. (3) Given the reactants [F:1][C:2]1[CH:10]=[C:9]2[C:5]([C:6]([C:20]3[CH:28]=[C:27]4[C:23]([CH:24]=[N:25][NH:26]4)=[CH:22][CH:21]=3)=[CH:7][N:8]2[S:11]([C:14]2[CH:19]=[CH:18][CH:17]=[CH:16][CH:15]=2)(=[O:13])=[O:12])=[CH:4][CH:3]=1.Br[CH2:30][CH2:31][C:32]([NH2:34])=[O:33].C([O-])([O-])=O.[K+].[K+].O, predict the reaction product. The product is: [F:1][C:2]1[CH:10]=[C:9]2[C:5]([C:6]([C:20]3[CH:28]=[C:27]4[C:23]([CH:24]=[N:25][N:26]4[CH2:30][CH2:31][C:32]([NH2:34])=[O:33])=[CH:22][CH:21]=3)=[CH:7][N:8]2[S:11]([C:14]2[CH:19]=[CH:18][CH:17]=[CH:16][CH:15]=2)(=[O:13])=[O:12])=[CH:4][CH:3]=1.